Task: Predict the product of the given reaction.. Dataset: Forward reaction prediction with 1.9M reactions from USPTO patents (1976-2016) (1) Given the reactants C[Si]([N-][Si](C)(C)C)(C)C.[K+].[Cl:11][C:12]1[C:13]([CH3:28])=[N:14][N:15]2[C:20]([Cl:21])=[C:19]([CH2:22][C:23]([O:25][CH3:26])=[O:24])[C:18]([CH3:27])=[N:17][C:16]=12.C1(C2[O:37]N2S(C2C=CC=CC=2)(=O)=O)C=CC=CC=1, predict the reaction product. The product is: [Cl:11][C:12]1[C:13]([CH3:28])=[N:14][N:15]2[C:20]([Cl:21])=[C:19]([CH:22]([OH:37])[C:23]([O:25][CH3:26])=[O:24])[C:18]([CH3:27])=[N:17][C:16]=12. (2) Given the reactants Br[C:2]1[C:3]2[O:10][CH:9]=[CH:8][C:4]=2[CH:5]=[N:6][CH:7]=1.[Cu](C#N)[C:12]#[N:13].CN(C)C=O, predict the reaction product. The product is: [O:10]1[C:3]2[C:2]([C:12]#[N:13])=[CH:7][N:6]=[CH:5][C:4]=2[CH:8]=[CH:9]1. (3) Given the reactants C(N(CC)CC)C.[NH2:8][N:9]1[CH:13]=[CH:12][CH:11]=[C:10]1[C:14]([NH2:16])=[O:15].[CH3:17][C:18]1[CH:26]=[CH:25][C:21]([C:22](Cl)=[O:23])=[CH:20][CH:19]=1, predict the reaction product. The product is: [CH3:17][C:18]1[CH:26]=[CH:25][C:21]([C:22]([NH:8][N:9]2[CH:13]=[CH:12][CH:11]=[C:10]2[C:14]([NH2:16])=[O:15])=[O:23])=[CH:20][CH:19]=1. (4) Given the reactants [CH:1]1([CH2:5][NH2:6])[CH2:4][CH2:3][CH2:2]1.F[C:8]1[CH:13]=[CH:12][C:11]([N:14]([CH3:18])[C:15](=[O:17])[CH3:16])=[CH:10][C:9]=1[N+:19]([O-:21])=[O:20].CCN(C(C)C)C(C)C, predict the reaction product. The product is: [CH:1]1([CH2:5][NH:6][C:8]2[CH:13]=[CH:12][C:11]([N:14]([CH3:18])[C:15](=[O:17])[CH3:16])=[CH:10][C:9]=2[N+:19]([O-:21])=[O:20])[CH2:4][CH2:3][CH2:2]1. (5) Given the reactants [CH:1](O)(C)[CH3:2].C(=O)=O.[CH3:8][NH:9][C:10](=[O:24])[C:11]1[CH:16]=[CH:15][CH:14]=[CH:13][C:12]=1[CH2:17][C:18]1[CH:23]=[CH:22][CH:21]=[CH:20][CH:19]=1.C([Li])CCC.C(Cl)(=O)C, predict the reaction product. The product is: [CH3:8][N:9]1[C:1]([CH3:2])=[C:17]([C:18]2[CH:23]=[CH:22][CH:21]=[CH:20][CH:19]=2)[C:12]2[C:11](=[CH:16][CH:15]=[CH:14][CH:13]=2)[C:10]1=[O:24]. (6) Given the reactants [CH2:1]1[C:5]2([CH2:10][CH2:9][CH2:8][C:7]([CH2:11][O:12][C:13]3[CH:18]=[CH:17][C:16]([C@H:19]([C:24]#[C:25][CH3:26])[CH2:20][C:21]([OH:23])=[O:22])=[CH:15][CH:14]=3)=[CH:6]2)[CH2:4][CH2:3][CH2:2]1.[NH2:27][C@H:28]([C:34]([OH:36])=[O:35])[CH2:29][CH2:30][CH2:31][CH2:32][NH2:33], predict the reaction product. The product is: [NH2:27][C@H:28]([C:34]([OH:36])=[O:35])[CH2:29][CH2:30][CH2:31][CH2:32][NH2:33].[CH2:4]1[C:5]2([CH2:10][CH2:9][CH2:8][C:7]([CH2:11][O:12][C:13]3[CH:14]=[CH:15][C:16]([C@H:19]([C:24]#[C:25][CH3:26])[CH2:20][C:21]([OH:23])=[O:22])=[CH:17][CH:18]=3)=[CH:6]2)[CH2:1][CH2:2][CH2:3]1. (7) Given the reactants [CH3:1][O:2][C:3]([CH:5]1[CH2:7][N:6]1[S:8]([C:11]1[CH:16]=[CH:15][CH:14]=[C:13]([O:17][CH3:18])[CH:12]=1)(=[O:10])=[O:9])=[O:4].[I-].[Na+].[C:21]1([N:27]=[C:28]=[O:29])[CH:26]=[CH:25][CH:24]=[CH:23][CH:22]=1, predict the reaction product. The product is: [CH3:1][O:2][C:3]([CH:5]1[CH2:7][N:6]([S:8]([C:11]2[CH:16]=[CH:15][CH:14]=[C:13]([O:17][CH3:18])[CH:12]=2)(=[O:9])=[O:10])[C:28](=[O:29])[N:27]1[C:21]1[CH:26]=[CH:25][CH:24]=[CH:23][CH:22]=1)=[O:4]. (8) Given the reactants [F:1][C:2]([F:7])([F:6])[C@@H:3]1[O:5][CH2:4]1.[CH2:8]([OH:15])[C:9]1[CH:14]=[CH:13][CH:12]=[CH:11][CH:10]=1.B(F)(F)F.CCOCC.C(OCC)(=O)C, predict the reaction product. The product is: [CH2:8]([O:15][CH2:4][C@@H:3]([OH:5])[C:2]([F:7])([F:6])[F:1])[C:9]1[CH:14]=[CH:13][CH:12]=[CH:11][CH:10]=1.